From a dataset of Aqueous solubility values for 9,982 compounds from the AqSolDB database. Regression/Classification. Given a drug SMILES string, predict its absorption, distribution, metabolism, or excretion properties. Task type varies by dataset: regression for continuous measurements (e.g., permeability, clearance, half-life) or binary classification for categorical outcomes (e.g., BBB penetration, CYP inhibition). For this dataset (solubility_aqsoldb), we predict Y. (1) The Y is 1.60 log mol/L. The molecule is NN.[Cl-].[H+]. (2) The molecule is CCc1nc2ncnc(N)c2nc1CC. The Y is -2.93 log mol/L.